Dataset: Catalyst prediction with 721,799 reactions and 888 catalyst types from USPTO. Task: Predict which catalyst facilitates the given reaction. (1) Reactant: S(OS([O-])=O)([O-])=O.[Na+].[Na+].[CH2:10]([N:12]1[C:24]2[CH:23]=[CH:22][C:21]([CH:25]=O)=[CH:20][C:19]=2[C:18]2[C:13]1=[CH:14][CH:15]=[CH:16][CH:17]=2)[CH3:11].[Br:27][C:28]1[C:29]([Cl:40])=[C:30]([NH2:39])[C:31]([NH:34][CH2:35][CH:36]2[CH2:38][CH2:37]2)=[CH:32][CH:33]=1.C(=O)([O-])O.[Na+]. Product: [Br:27][C:28]1[CH:33]=[CH:32][C:31]2[N:34]([CH2:35][CH:36]3[CH2:38][CH2:37]3)[C:25]([C:21]3[CH:22]=[CH:23][C:24]4[N:12]([CH2:10][CH3:11])[C:13]5[C:18]([C:19]=4[CH:20]=3)=[CH:17][CH:16]=[CH:15][CH:14]=5)=[N:39][C:30]=2[C:29]=1[Cl:40]. The catalyst class is: 20. (2) Reactant: [Cl:1][C:2]1[CH:3]=[C:4]([NH:9][C:10]2[N:14]=[C:13]([NH2:15])[NH:12][N:11]=2)[CH:5]=[C:6]([Cl:8])[CH:7]=1.[Cl:16][C:17]1[CH:18]=[C:19]([CH:22]=[CH:23][C:24]=1[C:25]([F:28])([F:27])[F:26])[CH:20]=O.C(O)(=O)C.Cl. The catalyst class is: 5. Product: [Cl:16][C:17]1[CH:18]=[C:19]([CH:22]=[CH:23][C:24]=1[C:25]([F:26])([F:27])[F:28])[CH2:20][NH:15][C:13]1[NH:12][N:11]=[C:10]([NH:9][C:4]2[CH:5]=[C:6]([Cl:8])[CH:7]=[C:2]([Cl:1])[CH:3]=2)[N:14]=1. (3) Reactant: [CH2:1]([NH:8][C:9]([CH3:17])([CH3:16])[CH2:10][C:11](OCC)=[O:12])[C:2]1[CH:7]=[CH:6][CH:5]=[CH:4][CH:3]=1.[H-].[H-].[H-].[H-].[Li+].[Al+3].O. Product: [CH2:1]([NH:8][C:9]([CH3:17])([CH3:16])[CH2:10][CH2:11][OH:12])[C:2]1[CH:7]=[CH:6][CH:5]=[CH:4][CH:3]=1. The catalyst class is: 56.